Dataset: Forward reaction prediction with 1.9M reactions from USPTO patents (1976-2016). Task: Predict the product of the given reaction. Given the reactants [CH3:1][O:2][C:3](=[O:11])[CH2:4][CH2:5][S:6][CH2:7][C:8]([OH:10])=O.[Cl:12][C:13]1[CH:14]=[C:15]([CH2:19][CH2:20][NH2:21])[CH:16]=[CH:17][CH:18]=1, predict the reaction product. The product is: [Cl:12][C:13]1[CH:14]=[C:15]([CH2:19][CH2:20][NH:21][C:8](=[O:10])[CH2:7][S:6][CH2:5][CH2:4][C:3]([O:2][CH3:1])=[O:11])[CH:16]=[CH:17][CH:18]=1.